Dataset: Full USPTO retrosynthesis dataset with 1.9M reactions from patents (1976-2016). Task: Predict the reactants needed to synthesize the given product. (1) Given the product [Br:1][C:2]1[C:3]([C:16](=[S:28])[NH2:17])=[CH:4][C:5]([NH:8][C:9](=[O:15])[O:10][C:11]([CH3:14])([CH3:13])[CH3:12])=[N:6][CH:7]=1, predict the reactants needed to synthesize it. The reactants are: [Br:1][C:2]1[C:3]([C:16](=O)[NH2:17])=[CH:4][C:5]([NH:8][C:9](=[O:15])[O:10][C:11]([CH3:14])([CH3:13])[CH3:12])=[N:6][CH:7]=1.COC1C=CC(P2(SP(C3C=CC(OC)=CC=3)(=S)S2)=[S:28])=CC=1. (2) The reactants are: [Cl:1][C:2]1[N:7]=[CH:6][C:5]2[C:8]([CH:14]=[O:15])=[CH:9][N:10]([CH:11]([CH3:13])[CH3:12])[C:4]=2[CH:3]=1.CC(=CC)C.Cl([O-])=[O:22].[Na+].P(O)(O)([O-])=O.[Na+]. Given the product [Cl:1][C:2]1[N:7]=[CH:6][C:5]2[C:8]([C:14]([OH:22])=[O:15])=[CH:9][N:10]([CH:11]([CH3:12])[CH3:13])[C:4]=2[CH:3]=1, predict the reactants needed to synthesize it. (3) Given the product [CH2:21]([NH:20][C:18]([N:15]1[CH2:16][CH2:17][CH:12]([NH:11][C:10]2[CH:9]=[CH:8][C:7]([CH2:6][CH2:5][NH:4][CH2:59][C@H:57]([OH:58])[CH2:56][O:55][C:52]3[CH:53]=[CH:54][C:49]([OH:48])=[C:50]([F:60])[CH:51]=3)=[CH:30][CH:29]=2)[CH2:13][CH2:14]1)=[O:19])[CH2:22][CH2:23][CH2:24][CH2:25][CH2:26][CH2:27][CH3:28], predict the reactants needed to synthesize it. The reactants are: C(O)=O.[NH2:4][CH2:5][CH2:6][C:7]1[CH:30]=[CH:29][C:10]([NH:11][CH:12]2[CH2:17][CH2:16][N:15]([C:18]([NH:20][CH2:21][CH2:22][CH2:23][CH2:24][CH2:25][CH2:26][CH2:27][CH3:28])=[O:19])[CH2:14][CH2:13]2)=[CH:9][CH:8]=1.C([Si]([O:48][C:49]1[CH:54]=[CH:53][C:52]([O:55][CH2:56][C@@H:57]2[CH2:59][O:58]2)=[CH:51][C:50]=1[F:60])(C1C=CC=CC=1)C1C=CC=CC=1)(C)(C)C.